The task is: Predict which catalyst facilitates the given reaction.. This data is from Catalyst prediction with 721,799 reactions and 888 catalyst types from USPTO. (1) Reactant: [F:1][C:2]1[CH:3]=[CH:4][C:5]([C:8]2[N:12]=[C:11]([C:13]3[CH:18]=[CH:17][CH:16]=[C:15](Br)[CH:14]=3)[O:10][N:9]=2)=[N:6][CH:7]=1.B1([C:26]2[CH:31]=[CH:30][CH:29]=[N:28][CH:27]=2)OCCCO1.COCCOC.C(=O)([O-])[O-].[Na+].[Na+]. Product: [F:1][C:2]1[CH:3]=[CH:4][C:5]([C:8]2[N:12]=[C:11]([C:13]3[CH:18]=[CH:17][CH:16]=[C:15]([C:26]4[CH:27]=[N:28][CH:29]=[CH:30][CH:31]=4)[CH:14]=3)[O:10][N:9]=2)=[N:6][CH:7]=1. The catalyst class is: 668. (2) Reactant: [NH2:1][C:2]1[N:7]([C:8]2[CH:13]=[CH:12][C:11]([CH2:14][CH:15]=O)=[CH:10][CH:9]=2)[C:6](=[O:17])[CH:5]=[CH:4][C:3]=1[C:18](=[O:27])[C:19]1[CH:24]=[CH:23][C:22]([F:25])=[CH:21][C:20]=1[F:26].[CH3:28][C:29]([C:32]([O:34][C:35]([CH3:38])([CH3:37])[CH3:36])=[O:33])([CH3:31])[NH2:30].[BH-](OC(C)=O)(OC(C)=O)OC(C)=O.[Na+]. Product: [NH2:1][C:2]1[N:7]([C:8]2[CH:13]=[CH:12][C:11]([CH2:14][CH2:15][NH:30][C:29]([CH3:28])([C:32]([O:34][C:35]([CH3:38])([CH3:37])[CH3:36])=[O:33])[CH3:31])=[CH:10][CH:9]=2)[C:6](=[O:17])[CH:5]=[CH:4][C:3]=1[C:18](=[O:27])[C:19]1[CH:24]=[CH:23][C:22]([F:25])=[CH:21][C:20]=1[F:26]. The catalyst class is: 49. (3) Reactant: [Cl-].O[NH3+:3].[C:4](=[O:7])([O-])[OH:5].[Na+].CS(C)=O.[CH3:13][O:14][C:15]1[CH:50]=[C:49]([O:51][CH3:52])[CH:48]=[CH:47][C:16]=1[CH2:17][N:18]1[C:23](=[O:24])[C:22]([CH2:25][C:26]2[CH:31]=[CH:30][C:29]([C:32]3[C:33]([C:38]#[N:39])=[CH:34][CH:35]=[CH:36][CH:37]=3)=[CH:28][C:27]=2[F:40])=[C:21]([CH2:41][CH2:42][CH3:43])[N:20]2[N:44]=[CH:45][N:46]=[C:19]12. Product: [CH3:13][O:14][C:15]1[CH:50]=[C:49]([O:51][CH3:52])[CH:48]=[CH:47][C:16]=1[CH2:17][N:18]1[C:23](=[O:24])[C:22]([CH2:25][C:26]2[CH:31]=[CH:30][C:29]([C:32]3[CH:37]=[CH:36][CH:35]=[CH:34][C:33]=3[C:38]3[NH:3][C:4](=[O:7])[O:5][N:39]=3)=[CH:28][C:27]=2[F:40])=[C:21]([CH2:41][CH2:42][CH3:43])[N:20]2[N:44]=[CH:45][N:46]=[C:19]12. The catalyst class is: 13. (4) Reactant: [C:1]([Si:5](Cl)([CH3:7])[CH3:6])([CH3:4])([CH3:3])[CH3:2].[O:9]1[C:18]2[C:13](=[CH:14][CH:15]=[CH:16][CH:17]=2)[CH:12]([OH:19])[CH2:11][CH2:10]1.CN1CCOCC1.N1C=CN=C1. Product: [C:1]([Si:5]([O:19][CH:12]1[C:13]2[C:18](=[CH:17][CH:16]=[CH:15][CH:14]=2)[O:9][CH2:10][CH2:11]1)([CH3:7])[CH3:6])([CH3:4])([CH3:3])[CH3:2]. The catalyst class is: 2. (5) Reactant: [Br:1][C:2]1[C:3]([CH:8]2[CH2:11][N:10](C(OC(C)(C)C)=O)[CH2:9]2)=[N:4][CH:5]=[CH:6][CH:7]=1.[ClH:19]. Product: [ClH:19].[NH:10]1[CH2:9][CH:8]([C:3]2[C:2]([Br:1])=[CH:7][CH:6]=[CH:5][N:4]=2)[CH2:11]1. The catalyst class is: 5.